Dataset: Catalyst prediction with 721,799 reactions and 888 catalyst types from USPTO. Task: Predict which catalyst facilitates the given reaction. (1) Reactant: [CH:1]1([C:7]2[CH:12]=[CH:11][C:10]([CH2:13]O)=[CH:9][C:8]=2[C:15]([F:18])([F:17])[F:16])[CH2:6][CH2:5][CH2:4][CH2:3][CH2:2]1.C1C=CC(P(C2C=CC=CC=2)C2C=CC=CC=2)=CC=1.C(Br)(Br)(Br)[Br:39]. Product: [Br:39][CH2:13][C:10]1[CH:11]=[CH:12][C:7]([CH:1]2[CH2:6][CH2:5][CH2:4][CH2:3][CH2:2]2)=[C:8]([C:15]([F:18])([F:17])[F:16])[CH:9]=1. The catalyst class is: 2. (2) Reactant: FC(F)(F)C(O)=O.C([SiH](CC)CC)C.[Cl:15][C:16]1[CH:17]=[CH:18][C:19]2[N:20]([N:22]=[C:23]([OH:25])[CH:24]=2)[CH:21]=1.[CH:26]([C:28]1[N:33]=[C:32]([C:34]([O:36][CH3:37])=[O:35])[CH:31]=[CH:30][CH:29]=1)=O.C(=O)(O)[O-].[Na+]. Product: [Cl:15][C:16]1[CH:17]=[CH:18][C:19]2[N:20]([N:22]=[C:23]([OH:25])[C:24]=2[CH2:26][C:28]2[N:33]=[C:32]([C:34]([O:36][CH3:37])=[O:35])[CH:31]=[CH:30][CH:29]=2)[CH:21]=1. The catalyst class is: 4. (3) Reactant: [Cl:1][C:2]1[CH:3]=[C:4]2[C:12](=[CH:13][CH:14]=1)[NH:11][C:10]1[CH2:9][N:8]([C:15]([C:17]3[CH:22]=[CH:21][CH:20]=[CH:19][CH:18]=3)=[O:16])[CH2:7][CH2:6][C:5]2=1.C(C1C(=O)C(Cl)=C(Cl)C(=[O:28])C=1C#N)#N.C1COCC1.O. Product: [C:15]([N:8]1[CH2:7][C:6](=[O:28])[C:5]2[C:4]3[C:12](=[CH:13][CH:14]=[C:2]([Cl:1])[CH:3]=3)[NH:11][C:10]=2[CH2:9]1)(=[O:16])[C:17]1[CH:18]=[CH:19][CH:20]=[CH:21][CH:22]=1. The catalyst class is: 1. (4) Reactant: [F:1][C:2]1[CH:10]=[CH:9][C:8]2[N:7]([CH2:11][C:12]3[CH:21]=[CH:20][C:15]([C:16]([O:18][CH3:19])=[O:17])=[CH:14][CH:13]=3)[C:6]3[CH2:22][CH2:23][N:24]([CH2:27][CH2:28]O)[C:25](=[O:26])[C:5]=3[C:4]=2[CH:3]=1.CCN(C(C)C)C(C)C.CS(Cl)(=O)=O.[OH:44][CH2:45][CH:46]1[CH2:51][CH2:50][NH:49][CH2:48][CH2:47]1. Product: [F:1][C:2]1[CH:10]=[CH:9][C:8]2[N:7]([CH2:11][C:12]3[CH:21]=[CH:20][C:15]([C:16]([O:18][CH3:19])=[O:17])=[CH:14][CH:13]=3)[C:6]3[CH2:22][CH2:23][N:24]([CH2:27][CH2:28][N:49]4[CH2:50][CH2:51][CH:46]([CH2:45][OH:44])[CH2:47][CH2:48]4)[C:25](=[O:26])[C:5]=3[C:4]=2[CH:3]=1. The catalyst class is: 10. (5) Reactant: [CH3:1][N:2]([CH3:11])[N:3]1[CH2:8][CH2:7][C:6](=[N:9][OH:10])[CH2:5][CH2:4]1.P([O-])(O)(O)=O.[K+].[C-:18]#[N:19].[K+]. Product: [CH3:1][N:2]([CH3:11])[N:3]1[CH2:8][CH2:7][C:6]([NH:9][OH:10])([C:18]#[N:19])[CH2:5][CH2:4]1. The catalyst class is: 6.